From a dataset of NCI-60 drug combinations with 297,098 pairs across 59 cell lines. Regression. Given two drug SMILES strings and cell line genomic features, predict the synergy score measuring deviation from expected non-interaction effect. (1) Drug 1: CC(CN1CC(=O)NC(=O)C1)N2CC(=O)NC(=O)C2. Drug 2: C1=CC(=CC=C1CCCC(=O)O)N(CCCl)CCCl. Cell line: OVCAR-5. Synergy scores: CSS=29.4, Synergy_ZIP=-3.26, Synergy_Bliss=4.14, Synergy_Loewe=-4.06, Synergy_HSA=6.94. (2) Drug 1: CC(CN1CC(=O)NC(=O)C1)N2CC(=O)NC(=O)C2. Drug 2: CN(C)N=NC1=C(NC=N1)C(=O)N. Cell line: HL-60(TB). Synergy scores: CSS=82.5, Synergy_ZIP=27.6, Synergy_Bliss=27.1, Synergy_Loewe=20.4, Synergy_HSA=30.7.